Dataset: Peptide-MHC class II binding affinity with 134,281 pairs from IEDB. Task: Regression. Given a peptide amino acid sequence and an MHC pseudo amino acid sequence, predict their binding affinity value. This is MHC class II binding data. (1) The peptide sequence is TARLNSLGEAWTGGG. The MHC is HLA-DQA10101-DQB10501 with pseudo-sequence HLA-DQA10101-DQB10501. The binding affinity (normalized) is 0.0180. (2) The peptide sequence is TGGNSPVQEFTVPRT. The MHC is HLA-DPA10103-DPB10301 with pseudo-sequence HLA-DPA10103-DPB10301. The binding affinity (normalized) is 0.174. (3) The peptide sequence is EKKYFAATQFECLAA. The MHC is DRB1_1602 with pseudo-sequence DRB1_1602. The binding affinity (normalized) is 0.524. (4) The peptide sequence is FNGGESKLKAEATTD. The MHC is HLA-DQA10102-DQB10602 with pseudo-sequence HLA-DQA10102-DQB10602. The binding affinity (normalized) is 0.230.